From a dataset of Reaction yield outcomes from USPTO patents with 853,638 reactions. Predict the reaction yield, written as a fraction of the theoretical maximum amount of product (1.0 means a 100% yield; for example, 0.34 means a 34% yield). (1) The reactants are [CH2:1]([N:7]([CH3:56])[C:8]([C@@H:10]1[CH2:14][C@H:13]([O:15][C:16]2[C:25]3[C:20](=[C:21]([CH3:28])[C:22]([O:26][CH3:27])=[CH:23][CH:24]=3)[N:19]=[C:18]([C:29]3[S:30][CH:31]=[C:32]([C:34]([F:37])([F:36])[F:35])[N:33]=3)[CH:17]=2)[CH2:12][N:11]1[C:38]([NH:40][C@:41]1([C:46](=[O:55])[NH:47][S:48]([C:51]2([CH3:54])[CH2:53][CH2:52]2)(=[O:50])=[O:49])[CH2:43][C@H:42]1[CH:44]=[CH2:45])=[O:39])=[O:9])[CH2:2][CH2:3][CH2:4]C=C. The catalyst is ClC(Cl)C. The product is [CH3:27][O:26][C:22]1[C:21]([CH3:28])=[C:20]2[C:25]([C:16]([O:15][C@@H:13]3[CH2:12][N:11]4[C@H:10]([C:8](=[O:9])[N:7]([CH3:56])[CH2:1][CH2:2][CH2:3][CH2:4][CH:45]=[CH:44][C@H:42]5[C@:41]([C:46]([NH:47][S:48]([C:51]6([CH3:54])[CH2:53][CH2:52]6)(=[O:49])=[O:50])=[O:55])([NH:40][C:38]4=[O:39])[CH2:43]5)[CH2:14]3)=[CH:17][C:18]([C:29]3[S:30][CH:31]=[C:32]([C:34]([F:36])([F:37])[F:35])[N:33]=3)=[N:19]2)=[CH:24][CH:23]=1. The yield is 0.300. (2) The reactants are [F:1][C:2]1[CH:7]=[CH:6][C:5]([F:8])=[CH:4][C:3]=1[C@H:9]1[CH2:13][CH2:12][CH2:11][N:10]1[C:14]1[CH:19]=[CH:18][N:17]2[N:20]=[CH:21][C:22](/[CH:23]=[CH:24]/[C:25](O)=[O:26])=[C:16]2[N:15]=1.CN(C(ON1N=NC2C=CC=NC1=2)=[N+](C)C)C.F[P-](F)(F)(F)(F)F.CCN(C(C)C)C(C)C.[NH:61]1[CH2:65][CH2:64][C@H:63]([OH:66])[CH2:62]1. The catalyst is CN(C=O)C.CCOC(C)=O. The product is [F:1][C:2]1[CH:7]=[CH:6][C:5]([F:8])=[CH:4][C:3]=1[C@H:9]1[CH2:13][CH2:12][CH2:11][N:10]1[C:14]1[CH:19]=[CH:18][N:17]2[N:20]=[CH:21][C:22](/[CH:23]=[CH:24]/[C:25]([N:61]3[CH2:65][CH2:64][C@H:63]([OH:66])[CH2:62]3)=[O:26])=[C:16]2[N:15]=1. The yield is 0.180. (3) The reactants are [CH3:1][O:2][C:3]1[CH:4]=[C:5]2[C:10](=[CH:11][C:12]=1[O:13][CH3:14])[N:9]=[CH:8][CH:7]=[C:6]2[O:15][C:16]1[C:22]([CH3:23])=[CH:21][C:19]([NH2:20])=[C:18]([CH3:24])[CH:17]=1.[C:25]1([CH3:31])C=CC=C[CH:26]=1.ClC(Cl)([O:35][C:36](=O)[O:37]C(Cl)(Cl)Cl)Cl.C(=O)(O)[O-].[Na+]. The catalyst is C(Cl)Cl.CC(O)C.C(N(CC)CC)C. The product is [CH3:1][O:2][C:3]1[CH:4]=[C:5]2[C:10](=[CH:11][C:12]=1[O:13][CH3:14])[N:9]=[CH:8][CH:7]=[C:6]2[O:15][C:16]1[C:22]([CH3:23])=[CH:21][C:19]([NH:20][C:36](=[O:35])[O:37][CH:25]([CH3:31])[CH3:26])=[C:18]([CH3:24])[CH:17]=1. The yield is 0.750. (4) The reactants are [CH3:1][C:2]1([S:13]([C:16]2[CH:21]=[CH:20][CH:19]=[C:18]([C:22]([F:25])([F:24])[F:23])[CH:17]=2)(=[O:15])=[O:14])[CH2:7][CH2:6][O:5][CH:4]([C:8](OCC)=[O:9])[CH2:3]1.O.[NH2:27][NH2:28]. The catalyst is C1(C)C=CC=CC=1. The product is [CH3:1][C:2]1([S:13]([C:16]2[CH:21]=[CH:20][CH:19]=[C:18]([C:22]([F:25])([F:24])[F:23])[CH:17]=2)(=[O:15])=[O:14])[CH2:7][CH2:6][O:5][CH:4]([C:8]([NH:27][NH2:28])=[O:9])[CH2:3]1. The yield is 0.910.